From a dataset of Full USPTO retrosynthesis dataset with 1.9M reactions from patents (1976-2016). Predict the reactants needed to synthesize the given product. (1) The reactants are: [CH3:1][O:2][C:3]1[CH:8]=[C:7]([NH:9][CH2:10][C:11]2[CH:21]=[CH:20][C:14]3[N:15]=[C:16]([S:18][CH3:19])[O:17][C:13]=3[CH:12]=2)[C:6]([NH2:22])=[CH:5][CH:4]=1.[CH2:23](OC(OCC)OCC)C. Given the product [CH3:1][O:2][C:3]1[CH:4]=[CH:5][C:6]2[N:22]=[CH:23][N:9]([CH2:10][C:11]3[CH:21]=[CH:20][C:14]4[N:15]=[C:16]([S:18][CH3:19])[O:17][C:13]=4[CH:12]=3)[C:7]=2[CH:8]=1, predict the reactants needed to synthesize it. (2) Given the product [CH3:45][N:46]1[CH2:51][CH2:50][N:49]([C:1]([O:44][CH2:43][C:36]2[CH:37]=[C:38]([F:42])[C:39]([F:41])=[CH:40][C:35]=2[C:19]2[CH:20]=[C:21]3[C:16](=[CH:17][CH:18]=2)[N:15]=[C:14]([NH2:13])[N:23]=[C:22]3[C:24]([N:26]2[CH2:27][C:28]3[C:33](=[CH:32][CH:31]=[CH:30][CH:29]=3)[CH2:34]2)=[O:25])=[O:2])[CH2:48][CH2:47]1, predict the reactants needed to synthesize it. The reactants are: [C:1](N1C=CN=C1)(N1C=CN=C1)=[O:2].[NH2:13][C:14]1[N:23]=[C:22]([C:24]([N:26]2[CH2:34][C:33]3[C:28](=[CH:29][CH:30]=[CH:31][CH:32]=3)[CH2:27]2)=[O:25])[C:21]2[C:16](=[CH:17][CH:18]=[C:19]([C:35]3[CH:40]=[C:39]([F:41])[C:38]([F:42])=[CH:37][C:36]=3[CH2:43][OH:44])[CH:20]=2)[N:15]=1.[CH3:45][N:46]1[CH2:51][CH2:50][NH:49][CH2:48][CH2:47]1.Cl.C(=O)(O)[O-]. (3) Given the product [CH3:1][C:2]1[N:3]([C:8]2[CH:13]=[CH:12][CH:11]=[C:10]([N+:14]([O-:16])=[O:15])[CH:9]=2)[CH:4]=[N:5][N:6]=1, predict the reactants needed to synthesize it. The reactants are: [CH3:1][C:2]1[N:3]([C:8]2[CH:13]=[CH:12][CH:11]=[C:10]([N+:14]([O-:16])=[O:15])[CH:9]=2)[C:4](=S)[NH:5][N:6]=1.N([O-])=O.[Na+]. (4) Given the product [C:1]1([CH2:11][C:12]([NH:14][C:15]2[CH:19]=[CH:18][S:17][C:16]=2[C:20]([OH:22])=[O:21])=[O:13])[C:10]2[C:5](=[CH:6][CH:7]=[CH:8][CH:9]=2)[CH:4]=[CH:3][CH:2]=1, predict the reactants needed to synthesize it. The reactants are: [C:1]1([CH2:11][C:12]([NH:14][C:15]2[CH:19]=[CH:18][S:17][C:16]=2[C:20]([O:22]C)=[O:21])=[O:13])[C:10]2[C:5](=[CH:6][CH:7]=[CH:8][CH:9]=2)[CH:4]=[CH:3][CH:2]=1.[OH-].[Na+].Cl. (5) Given the product [Cl:2][C:3]1[CH:8]=[C:7]([O:9][CH3:10])[N:6]=[C:5]([CH2:11][C:12]([N:17]2[C:18]3[C:23](=[CH:22][CH:21]=[CH:20][CH:19]=3)[CH2:24][CH:16]2[CH3:15])=[O:14])[N:4]=1, predict the reactants needed to synthesize it. The reactants are: [Na].[Cl:2][C:3]1[CH:8]=[C:7]([O:9][CH3:10])[N:6]=[C:5]([CH2:11][C:12]([OH:14])=O)[N:4]=1.[CH3:15][CH:16]1[CH2:24][C:23]2[C:18](=[CH:19][CH:20]=[CH:21][CH:22]=2)[NH:17]1.Cl.CN(C)CCCN=C=NCC. (6) Given the product [NH3:6].[CH3:24][NH:23][C:21](=[O:22])[C:20]1[CH:25]=[CH:26][CH:27]=[CH:18][CH:19]=1, predict the reactants needed to synthesize it. The reactants are: ClCS([NH:6]C1C=C2C(=CC=1)C=NC=C2)(=O)=O.N[C:18]1[CH:19]=[C:20]([CH:25]=[CH:26][CH:27]=1)[C:21]([NH:23][CH3:24])=[O:22].